Dataset: Forward reaction prediction with 1.9M reactions from USPTO patents (1976-2016). Task: Predict the product of the given reaction. (1) Given the reactants C(O[C:6]([N:8]1[CH2:12][C:11](=[CH:13][C:14]#[N:15])[CH2:10][C@H:9]1[C:16]([OH:18])=O)=[O:7])(C)(C)C.[C:19]1([CH:25]([C:29]2[CH:34]=[CH:33][CH:32]=[CH:31][CH:30]=2)C(Cl)=O)[CH:24]=[CH:23][CH:22]=[CH:21][CH:20]=1.[N:35]1[S:36][N:37]=[C:38]2[C:43]([NH2:44])=[CH:42][CH:41]=[CH:40][C:39]=12, predict the reaction product. The product is: [N:35]1[S:36][N:37]=[C:38]2[C:43]([NH:44][C:16]([C@@H:9]3[CH2:10][C:11](=[CH:13][C:14]#[N:15])[CH2:12][N:8]3[C:6](=[O:7])[CH:25]([C:19]3[CH:20]=[CH:21][CH:22]=[CH:23][CH:24]=3)[C:29]3[CH:30]=[CH:31][CH:32]=[CH:33][CH:34]=3)=[O:18])=[CH:42][CH:41]=[CH:40][C:39]=12. (2) Given the reactants [N:1]([C@@H:4]1[CH2:9][O:8][C@H:7]([CH:10]([C:17]2[CH:22]=[CH:21][CH:20]=[CH:19][CH:18]=2)[C:11]2[CH:16]=[CH:15][CH:14]=[CH:13][CH:12]=2)[CH2:6][C@H:5]1[OH:23])=[N+]=[N-], predict the reaction product. The product is: [NH2:1][C@@H:4]1[CH2:9][O:8][C@H:7]([CH:10]([C:11]2[CH:16]=[CH:15][CH:14]=[CH:13][CH:12]=2)[C:17]2[CH:22]=[CH:21][CH:20]=[CH:19][CH:18]=2)[CH2:6][C@H:5]1[OH:23]. (3) Given the reactants C([O:5][C:6](=[O:35])[C:7]([S:10][C:11]1[S:12][CH:13]=[C:14]([CH2:16][CH2:17][N:18]([CH2:27][C:28]2[CH:33]=[CH:32][C:31]([Br:34])=[CH:30][CH:29]=2)[C:19]2[N:24]=[CH:23][C:22]([CH2:25][CH3:26])=[CH:21][N:20]=2)[N:15]=1)([CH3:9])[CH3:8])(C)(C)C.FC(F)(F)C(O)=O, predict the reaction product. The product is: [Br:34][C:31]1[CH:32]=[CH:33][C:28]([CH2:27][N:18]([C:19]2[N:20]=[CH:21][C:22]([CH2:25][CH3:26])=[CH:23][N:24]=2)[CH2:17][CH2:16][C:14]2[N:15]=[C:11]([S:10][C:7]([CH3:8])([CH3:9])[C:6]([OH:35])=[O:5])[S:12][CH:13]=2)=[CH:29][CH:30]=1.